Dataset: Human liver microsome stability data. Task: Regression/Classification. Given a drug SMILES string, predict its absorption, distribution, metabolism, or excretion properties. Task type varies by dataset: regression for continuous measurements (e.g., permeability, clearance, half-life) or binary classification for categorical outcomes (e.g., BBB penetration, CYP inhibition). Dataset: hlm. The drug is CC(C)[C@]1(C(=O)N2C[C@@H]3C[C@H]2CN3C(=O)C2CCCC2)CC[C@@H](NC2CCOCC2)C1. The result is 0 (unstable in human liver microsomes).